Dataset: Full USPTO retrosynthesis dataset with 1.9M reactions from patents (1976-2016). Task: Predict the reactants needed to synthesize the given product. (1) Given the product [CH2:11]([C:10]([C:7]1[CH:8]=[CH:9][C:4]([C:3]([OH:31])=[O:2])=[C:5]([CH3:30])[CH:6]=1)([C:13]1[CH:18]=[CH:17][C:16]([C:19]#[C:20][C:21]2([OH:26])[CH2:25][CH2:24][CH2:23][CH2:22]2)=[C:15]([CH3:27])[CH:14]=1)[CH2:28][CH3:29])[CH3:12], predict the reactants needed to synthesize it. The reactants are: C[O:2][C:3](=[O:31])[C:4]1[CH:9]=[CH:8][C:7]([C:10]([CH2:28][CH3:29])([C:13]2[CH:18]=[CH:17][C:16]([C:19]#[C:20][C:21]3([OH:26])[CH2:25][CH2:24][CH2:23][CH2:22]3)=[C:15]([CH3:27])[CH:14]=2)[CH2:11][CH3:12])=[CH:6][C:5]=1[CH3:30].[OH-].[Li+]. (2) Given the product [Br:1][C:2]1[CH:10]=[C:9]([CH2:11][Br:19])[C:5]2[S:6][CH:7]=[CH:8][C:4]=2[CH:3]=1, predict the reactants needed to synthesize it. The reactants are: [Br:1][C:2]1[CH:10]=[C:9]([CH3:11])[C:5]2[S:6][CH:7]=[CH:8][C:4]=2[CH:3]=1.C1C(=O)N([Br:19])C(=O)C1. (3) The reactants are: [CH2:1]([Li])[CH2:2][CH2:3][CH3:4].[CH:6]1[C:14]2[C:13]3[CH:15]=CC=[CH:18][C:12]=3[O:11][C:10]=2[CH:9]=[CH:8][C:7]=1C=O.O. Given the product [CH:3]([C:2]1[CH:1]=[CH:18][C:12]2[O:11][C:10]3[CH:9]=[CH:8][CH:7]=[CH:6][C:14]=3[C:13]=2[CH:15]=1)=[CH2:4], predict the reactants needed to synthesize it. (4) Given the product [C:1]([C:5]1[N:6]=[C:7]([N:16]2[CH2:20][CH2:19][C:18]([F:21])([F:22])[CH2:17]2)[C:8]2[N:13]=[N:12][N:11]([CH2:14][C:15]3[N:49]([CH:50]4[CH2:52][CH2:51]4)[N:48]=[N:47][N:46]=3)[C:9]=2[N:10]=1)([CH3:2])([CH3:3])[CH3:4], predict the reactants needed to synthesize it. The reactants are: [C:1]([C:5]1[N:6]=[C:7]([N:16]2[CH2:20][CH2:19][C:18]([F:22])([F:21])[CH2:17]2)[C:8]2[N:13]=[N:12][N:11]([CH2:14][CH3:15])[C:9]=2[N:10]=1)([CH3:4])([CH3:3])[CH3:2].C(C1N=C(N2CCC(F)(F)C2)C2N=NNC=2N=1)(C)(C)C.ClCC1[N:49]([CH:50]2[CH2:52][CH2:51]2)[N:48]=[N:47][N:46]=1. (5) Given the product [C:1]([C:3]1[C:12]2[C:7](=[CH:8][CH:9]=[C:10]([OH:13])[CH:11]=2)[N:6]=[C:5]([C:15]2[CH:20]=[CH:19][C:18]([OH:21])=[CH:17][CH:16]=2)[CH:4]=1)#[N:2], predict the reactants needed to synthesize it. The reactants are: [C:1]([C:3]1[C:12]2[C:7](=[CH:8][CH:9]=[C:10]([O:13]C)[CH:11]=2)[N:6]=[C:5]([C:15]2[CH:20]=[CH:19][C:18]([O:21]C)=[CH:17][CH:16]=2)[CH:4]=1)#[N:2].N1C(=O)CC[C@H]1C(O)=O.Br.